This data is from Forward reaction prediction with 1.9M reactions from USPTO patents (1976-2016). The task is: Predict the product of the given reaction. (1) Given the reactants [CH3:1][O:2][C:3]1[C@@H:4]([CH:11]([CH3:13])[CH3:12])[N:5]=[C:6]([O:9][CH3:10])[CH2:7][N:8]=1.[Li]CCCC.[Br:19][C:20]1[CH:25]=[C:24]([F:26])[CH:23]=[C:22]([CH2:27]Br)[CH:21]=1.[NH4+].[Cl-], predict the reaction product. The product is: [Br:19][C:20]1[CH:21]=[C:22]([CH:23]=[C:24]([F:26])[CH:25]=1)[CH2:27][C@H:7]1[C:6]([O:9][CH3:10])=[N:5][C@H:4]([CH:11]([CH3:13])[CH3:12])[C:3]([O:2][CH3:1])=[N:8]1. (2) Given the reactants Br[C:2]1[CH:3]=[C:4]2[C:10]([C:11]3[CH:16]=[CH:15][CH:14]=[CH:13][C:12]=3[O:17][CH3:18])=[CH:9][N:8]([CH2:19][O:20][CH2:21][CH2:22][Si:23]([CH3:26])([CH3:25])[CH3:24])[C:5]2=[N:6][CH:7]=1.N1CCC[C@H]1C(O)=O.C(=O)([O-])[O-].[K+].[K+].[CH3:41][N:42]([CH3:51])[C:43](=[O:50])[CH2:44][CH:45]1[CH2:49][CH2:48][NH:47][CH2:46]1, predict the reaction product. The product is: [CH3:18][O:17][C:12]1[CH:13]=[CH:14][CH:15]=[CH:16][C:11]=1[C:10]1[C:4]2[C:5](=[N:6][CH:7]=[C:2]([N:47]3[CH2:48][CH2:49][CH:45]([CH2:44][C:43]([N:42]([CH3:41])[CH3:51])=[O:50])[CH2:46]3)[CH:3]=2)[N:8]([CH2:19][O:20][CH2:21][CH2:22][Si:23]([CH3:26])([CH3:25])[CH3:24])[CH:9]=1. (3) Given the reactants CS(O[CH2:6][C@@H:7]1[CH2:11][CH2:10][N:9]([C:12]([O:14][C:15]([CH3:18])([CH3:17])[CH3:16])=[O:13])[CH2:8]1)(=O)=O.CCN(C(C)C)C(C)C.[N-:28]=[N+:29]=[N-:30].[Na+], predict the reaction product. The product is: [N:28]([CH2:6][C@@H:7]1[CH2:11][CH2:10][N:9]([C:12]([O:14][C:15]([CH3:18])([CH3:17])[CH3:16])=[O:13])[CH2:8]1)=[N+:29]=[N-:30]. (4) Given the reactants [Cl:1][C:2]1[C:3]([C:13]2[CH:14]=[CH:15][C:16]([NH2:19])=[N:17][CH:18]=2)=[CH:4][C:5]2[O:9][C:8]([F:11])([F:10])[O:7][C:6]=2[CH:12]=1.C[CH2:21][N:22]([CH:26]([CH3:28])[CH3:27])[CH:23]([CH3:25])C.[O:29]1CCCC1, predict the reaction product. The product is: [Cl:1][C:2]1[C:3]([C:13]2[CH:14]=[CH:15][C:16]([NH:19][C:28]([C:26]3[N:22]([CH3:21])[CH:23]=[CH:25][CH:27]=3)=[O:29])=[N:17][CH:18]=2)=[CH:4][C:5]2[O:9][C:8]([F:10])([F:11])[O:7][C:6]=2[CH:12]=1. (5) The product is: [CH3:1][O:2][C:3]1[CH:4]=[C:5]([C:13]2[N:17]=[CH:16][N:15]([CH2:27][C:20](=[CH2:19])[C:21]([O:23][CH:24]([CH3:26])[CH3:25])=[O:22])[N:14]=2)[CH:6]=[C:7]([C:9]([F:12])([F:11])[F:10])[CH:8]=1. Given the reactants [CH3:1][O:2][C:3]1[CH:4]=[C:5]([C:13]2[N:17]=[CH:16][NH:15][N:14]=2)[CH:6]=[C:7]([C:9]([F:12])([F:11])[F:10])[CH:8]=1.Br[CH2:19][C:20](=[CH2:27])[C:21]([O:23][CH:24]([CH3:26])[CH3:25])=[O:22], predict the reaction product. (6) The product is: [Cl:42][C:2]1[C:7]([C:8]2[CH:13]=[CH:12][C:11]([C:14]([F:17])([F:16])[F:15])=[CH:10][CH:9]=2)=[CH:6][C:5]([CH:18]([CH2:24][CH:25]([CH3:27])[CH3:26])[C:19]([O:21][CH2:22][CH3:23])=[O:20])=[CH:4][C:3]=1[O:28][CH2:29][C:30]([F:33])([F:32])[F:31]. Given the reactants N[C:2]1[C:7]([C:8]2[CH:13]=[CH:12][C:11]([C:14]([F:17])([F:16])[F:15])=[CH:10][CH:9]=2)=[CH:6][C:5]([CH:18]([CH2:24][CH:25]([CH3:27])[CH3:26])[C:19]([O:21][CH2:22][CH3:23])=[O:20])=[CH:4][C:3]=1[O:28][CH2:29][C:30]([F:33])([F:32])[F:31].N([O-])=O.[Na+].CC#N.O.[ClH:42], predict the reaction product.